This data is from NCI-60 drug combinations with 297,098 pairs across 59 cell lines. The task is: Regression. Given two drug SMILES strings and cell line genomic features, predict the synergy score measuring deviation from expected non-interaction effect. (1) Drug 1: C1CN1P(=S)(N2CC2)N3CC3. Drug 2: CC1=C(C=C(C=C1)C(=O)NC2=CC(=CC(=C2)C(F)(F)F)N3C=C(N=C3)C)NC4=NC=CC(=N4)C5=CN=CC=C5. Cell line: KM12. Synergy scores: CSS=-4.18, Synergy_ZIP=3.67, Synergy_Bliss=7.61, Synergy_Loewe=-3.42, Synergy_HSA=-3.51. (2) Synergy scores: CSS=50.0, Synergy_ZIP=-2.77, Synergy_Bliss=-0.672, Synergy_Loewe=-16.0, Synergy_HSA=1.28. Drug 1: CC1=CC=C(C=C1)C2=CC(=NN2C3=CC=C(C=C3)S(=O)(=O)N)C(F)(F)F. Drug 2: CC1C(C(CC(O1)OC2CC(CC3=C2C(=C4C(=C3O)C(=O)C5=CC=CC=C5C4=O)O)(C(=O)C)O)N)O. Cell line: MOLT-4.